This data is from Catalyst prediction with 721,799 reactions and 888 catalyst types from USPTO. The task is: Predict which catalyst facilitates the given reaction. (1) Reactant: [CH2:1]([N:8]1[C:16]2[C:15](=[O:17])[N:14]([CH2:18][C:19]3[C:28]4[C:23](=[CH:24][CH:25]=[CH:26][CH:27]=4)[CH:22]=[CH:21][N:20]=3)[CH:13]=[N:12][C:11]=2[C:10]([C:29]#[N:30])=[C:9]1[Cl:31])[C:2]1[CH:7]=[CH:6][CH:5]=[CH:4][CH:3]=1.[NH:32]1[CH2:38][CH2:37][CH2:36][NH:35][CH2:34][CH2:33]1. Product: [ClH:31].[N:32]1([C:9]2[N:8]([CH2:1][C:2]3[CH:3]=[CH:4][CH:5]=[CH:6][CH:7]=3)[C:16]3[C:15](=[O:17])[N:14]([CH2:18][C:19]4[C:28]5[C:23](=[CH:24][CH:25]=[CH:26][CH:27]=5)[CH:22]=[CH:21][N:20]=4)[CH:13]=[N:12][C:11]=3[C:10]=2[C:29]#[N:30])[CH2:38][CH2:37][CH2:36][NH:35][CH2:34][CH2:33]1. The catalyst class is: 44. (2) Reactant: C(OC([N:8]1[CH2:12][CH2:11][CH2:10][C@@H:9]1[CH2:13][O:14][C:15]1[CH:20]=[CH:19][C:18]([CH2:21][C:22]2[CH:27]=[CH:26][CH:25]=[CH:24][CH:23]=2)=[CH:17][N:16]=1)=O)(C)(C)C.[ClH:28]. Product: [ClH:28].[CH2:21]([C:18]1[CH:19]=[CH:20][C:15]([O:14][CH2:13][C@H:9]2[CH2:10][CH2:11][CH2:12][NH:8]2)=[N:16][CH:17]=1)[C:22]1[CH:23]=[CH:24][CH:25]=[CH:26][CH:27]=1. The catalyst class is: 27. (3) Reactant: [OH-].[Na+].[CH3:3][C:4]1[S:5][C:6]2[CH:12]=[CH:11][C:10]([CH:13]=[O:14])=[CH:9][C:7]=2[N:8]=1.[O:15]1CCC[CH2:16]1. Product: [CH3:3][C:4]1[S:5][C:6]2[CH:12]=[CH:11][C:10]([C:13]([O:15][CH3:16])=[O:14])=[CH:9][C:7]=2[N:8]=1. The catalyst class is: 716. (4) Reactant: [OH:1][CH:2]([C:25]1[CH:30]=[CH:29][N:28]=[CH:27][CH:26]=1)[CH2:3]N1C2C=CC(C(OCC)=O)=CC=2C2C3N(CCC1=2)CCC3.[H-].[Al+3].[Li+].[H-].[H-].[H-]. Product: [N:28]1[CH:29]=[CH:30][C:25]([CH:2]([OH:1])[CH3:3])=[CH:26][CH:27]=1. The catalyst class is: 1. (5) Reactant: [CH2:1]([N:8]1[CH2:13][CH2:12][C:11](=O)[CH2:10][CH2:9]1)[C:2]1[CH:7]=[CH:6][CH:5]=[CH:4][CH:3]=1.[CH2:15]([O:22][C:23](=[O:26])[CH2:24][NH2:25])[C:16]1[CH:21]=[CH:20][CH:19]=[CH:18][CH:17]=1.C(O[BH-](OC(=O)C)OC(=O)C)(=O)C.[Na+].C(=O)(O)[O-].[Na+]. Product: [CH2:15]([O:22][C:23](=[O:26])[CH2:24][NH:25][CH:11]1[CH2:12][CH2:13][N:8]([CH2:1][C:2]2[CH:7]=[CH:6][CH:5]=[CH:4][CH:3]=2)[CH2:9][CH2:10]1)[C:16]1[CH:21]=[CH:20][CH:19]=[CH:18][CH:17]=1. The catalyst class is: 4. (6) Reactant: [F:1][C:2]1[CH:11]=[C:10]([F:12])[CH:9]=[C:8]2[C:3]=1[C:4]([NH:20][C:21]1[C:26](I)=[CH:25][N:24]=[C:23]([N:28]3[CH2:33][CH2:32][O:31][CH2:30][CH2:29]3)[CH:22]=1)=[C:5]([CH3:19])[C:6]([C:13]1[CH:18]=[CH:17][CH:16]=[CH:15][N:14]=1)=[N:7]2.C([Sn](CCCC)(CCCC)[C:39]1[CH:44]=[N:43][CH:42]=[CH:41][N:40]=1)CCC. Product: [F:1][C:2]1[CH:11]=[C:10]([F:12])[CH:9]=[C:8]2[C:3]=1[C:4]([NH:20][C:21]1[C:26]([C:39]3[CH:44]=[N:43][CH:42]=[CH:41][N:40]=3)=[CH:25][N:24]=[C:23]([N:28]3[CH2:33][CH2:32][O:31][CH2:30][CH2:29]3)[CH:22]=1)=[C:5]([CH3:19])[C:6]([C:13]1[CH:18]=[CH:17][CH:16]=[CH:15][N:14]=1)=[N:7]2. The catalyst class is: 103.